Dataset: Catalyst prediction with 721,799 reactions and 888 catalyst types from USPTO. Task: Predict which catalyst facilitates the given reaction. Reactant: [N-:1]=[N+:2]=[N-:3].[Na+].Cl[CH2:6][C:7]1[C:8](=[O:14])[NH:9][C:10](=[O:13])[NH:11][CH:12]=1. Product: [N:1]([CH2:6][C:7]1[C:8](=[O:14])[NH:9][C:10](=[O:13])[NH:11][CH:12]=1)=[N+:2]=[N-:3]. The catalyst class is: 16.